This data is from Full USPTO retrosynthesis dataset with 1.9M reactions from patents (1976-2016). The task is: Predict the reactants needed to synthesize the given product. (1) Given the product [Cl:16][C:17]1[C:18]([C:19]#[N:20])=[C:21]([O:26][B:25]([OH:34])[OH:30])[CH:22]=[CH:23][N:24]=1, predict the reactants needed to synthesize it. The reactants are: C([Li])CCC.CC1(C)CCCC(C)(C)N1.[Cl:16][C:17]1[N:24]=[CH:23][CH:22]=[CH:21][C:18]=1[C:19]#[N:20].[B:25]([O:34]C(C)C)([O:30]C(C)C)[O:26]C(C)C.[OH-].[Na+]. (2) Given the product [Cl:1][C:2]1[CH:3]=[C:4]2[C:8](=[CH:9][CH:10]=1)[NH:7][CH:6]=[C:5]2[CH2:11][CH2:12][NH:13][C:14]([C:15]1[CH:16]=[C:17]([C:25]2[CH:26]=[CH:27][CH:28]=[CH:29][C:24]=2[F:23])[CH:18]=[CH:19][CH:20]=1)=[O:22], predict the reactants needed to synthesize it. The reactants are: [Cl:1][C:2]1[CH:3]=[C:4]2[C:8](=[CH:9][CH:10]=1)[NH:7][CH:6]=[C:5]2[CH2:11][CH2:12][NH:13][C:14](=[O:22])[C:15]1[CH:20]=[CH:19][CH:18]=[C:17](I)[CH:16]=1.[F:23][C:24]1[CH:29]=[CH:28][CH:27]=[CH:26][C:25]=1B(O)O.C(=O)([O-])[O-].[Na+].[Na+]. (3) The reactants are: C([N:8]1[CH2:12][CH:11]2[CH2:13][O:14][C:15]([CH3:19])([CH3:18])[O:16][CH2:17][CH:10]2[O:9]1)C1C=CC=CC=1.C(N(CC)CC)C.Cl[C:28]([O:30][CH2:31][C:32]1[CH:37]=[CH:36][CH:35]=[CH:34][CH:33]=1)=[O:29].C(Cl)(Cl)Cl. Given the product [OH:9][CH:10]1[CH2:17][O:16][C:15]([CH3:18])([CH3:19])[O:14][CH2:13][CH:11]1[CH2:12][NH:8][C:28](=[O:29])[O:30][CH2:31][C:32]1[CH:37]=[CH:36][CH:35]=[CH:34][CH:33]=1, predict the reactants needed to synthesize it. (4) Given the product [F:1][C:2]1[CH:31]=[CH:30][CH:29]=[CH:28][C:3]=1[CH2:4][N:5]1[C:9]2=[N:10][C:11]([CH3:14])=[N:12][CH:13]=[C:8]2[C:7]([C:15]2[N:16]=[CH:17][C:18]3[C:23]([CH3:25])([CH3:24])[C:22](=[O:26])[NH:21][C:19]=3[N:20]=2)=[N:6]1, predict the reactants needed to synthesize it. The reactants are: [F:1][C:2]1[CH:31]=[CH:30][CH:29]=[CH:28][C:3]=1[CH2:4][N:5]1[C:9]2=[N:10][C:11]([CH3:14])=[N:12][CH:13]=[C:8]2[C:7]([C:15]2[N:16]=[C:17](I)[C:18]3[C:23]([CH3:25])([CH3:24])[C:22](=[O:26])[NH:21][C:19]=3[N:20]=2)=[N:6]1. (5) Given the product [OH:1][C:2]1[C:10]([I:14])=[CH:9][C:5]([C:6]([OH:8])=[O:7])=[C:4]([CH3:11])[CH:3]=1, predict the reactants needed to synthesize it. The reactants are: [OH:1][C:2]1[CH:10]=[CH:9][C:5]([C:6]([OH:8])=[O:7])=[C:4]([CH3:11])[CH:3]=1.[OH-].[Na+].[I-:14].[Na+].Cl[O-].[Na+].ClCl.S([O-])([O-])(=O)=S.[Na+].[Na+].Cl. (6) Given the product [CH2:1]([N:5]1[CH:10]=[CH:9][C:8]([N:11]2[CH2:12][CH2:13][CH:14]([C:17]3[CH:18]=[CH:19][CH:20]=[CH:21][CH:22]=3)[CH2:15][CH2:16]2)=[C:7]([Cl:24])[C:6]1=[O:23])[CH2:2][CH2:3][CH3:4], predict the reactants needed to synthesize it. The reactants are: [CH2:1]([N:5]1[CH:10]=[CH:9][C:8]([N:11]2[CH2:16][CH2:15][CH:14]([C:17]3[CH:22]=[CH:21][CH:20]=[CH:19][CH:18]=3)[CH2:13][CH2:12]2)=[CH:7][C:6]1=[O:23])[CH2:2][CH2:3][CH3:4].[Cl:24]N1C(=O)CCC1=O. (7) Given the product [O:3]1[C:7]2[CH:8]=[CH:9][CH:10]=[C:11]([CH:12]3[CH2:17][CH2:16][N:15]([CH2:18][CH2:19][C@H:20]4[CH2:21][CH2:22][C@H:23]([NH:26][C:31](=[O:32])[CH2:30][CH2:29][O:28][CH3:27])[CH2:24][CH2:25]4)[CH2:14][CH2:13]3)[C:6]=2[CH2:5][CH2:4]1, predict the reactants needed to synthesize it. The reactants are: Cl.Cl.[O:3]1[C:7]2[CH:8]=[CH:9][CH:10]=[C:11]([CH:12]3[CH2:17][CH2:16][N:15]([CH2:18][CH2:19][C@H:20]4[CH2:25][CH2:24][C@H:23]([NH2:26])[CH2:22][CH2:21]4)[CH2:14][CH2:13]3)[C:6]=2[CH2:5][CH2:4]1.[CH3:27][O:28][CH2:29][CH2:30][C:31](O)=[O:32].